From a dataset of Forward reaction prediction with 1.9M reactions from USPTO patents (1976-2016). Predict the product of the given reaction. Given the reactants Br[C:2]1[CH:9]=[C:8]([CH2:10][O:11][CH:12]([C:17]2[S:21][C:20]([C:22]3[CH:23]=[N:24][C:25]([C:28]([F:31])([F:30])[F:29])=[CH:26][CH:27]=3)=[N:19][C:18]=2[CH3:32])[C:13]([F:16])([F:15])[F:14])[CH:7]=[CH:6][C:3]=1[C:4]#[N:5].FC(F)(F)C(C1S[C:40]([C:42]2[CH:43]=NC(C(F)(F)F)=CC=2)=NC=1C)O.BrC1C=C(CBr)C=CC=1C#N.C1(P(C2CCCCC2)C2CCCCC2)CCCCC1.C1(B(O)O)CC1, predict the reaction product. The product is: [CH:43]1([C:2]2[CH:9]=[C:8]([CH2:10][O:11][CH:12]([C:17]3[S:21][C:20]([C:22]4[CH:23]=[N:24][C:25]([C:28]([F:31])([F:30])[F:29])=[CH:26][CH:27]=4)=[N:19][C:18]=3[CH3:32])[C:13]([F:14])([F:16])[F:15])[CH:7]=[CH:6][C:3]=2[C:4]#[N:5])[CH2:42][CH2:40]1.